From a dataset of Reaction yield outcomes from USPTO patents with 853,638 reactions. Predict the reaction yield, written as a fraction of the theoretical maximum amount of product (1.0 means a 100% yield; for example, 0.34 means a 34% yield). (1) The reactants are [N:1]1([CH2:10][C:11]([OH:13])=O)[C:5]2[CH:6]=[CH:7][CH:8]=[CH:9][C:4]=2[N:3]=[CH:2]1.[F:14][C:15]1[CH:16]=[C:17]([C:22]2[N:23]=[C:24]([NH2:27])[S:25][CH:26]=2)[CH:18]=[CH:19][C:20]=1[F:21].CCCP(=O)=O. The catalyst is C(OCC)(=O)C.C(N(CC)CC)C. The product is [N:1]1([CH2:10][C:11]([NH:27][C:24]2[S:25][CH:26]=[C:22]([C:17]3[CH:18]=[CH:19][C:20]([F:21])=[C:15]([F:14])[CH:16]=3)[N:23]=2)=[O:13])[C:5]2[CH:6]=[CH:7][CH:8]=[CH:9][C:4]=2[N:3]=[CH:2]1. The yield is 0.480. (2) The reactants are Cl[CH2:2][CH2:3][S:4][C:5]1[CH:10]=[CH:9][CH:8]=[CH:7][CH:6]=1.C(=O)([O-])[O-].[K+].[K+].[SH:17][C:18]1[C:23]([N+:24]([O-:26])=[O:25])=[CH:22][CH:21]=[CH:20][N:19]=1.CCCCCC. The catalyst is CN(C=O)C. The product is [N+:24]([C:23]1[C:18]([S:17][CH2:2][CH2:3][S:4][C:5]2[CH:10]=[CH:9][CH:8]=[CH:7][CH:6]=2)=[N:19][CH:20]=[CH:21][CH:22]=1)([O-:26])=[O:25]. The yield is 0.660.